Dataset: Forward reaction prediction with 1.9M reactions from USPTO patents (1976-2016). Task: Predict the product of the given reaction. Given the reactants [CH3:1][NH:2][C@@H:3]1[C:8]2[CH:9]=[CH:10][CH:11]=[CH:12][C:7]=2[C@H:6]([C:13]2[CH:14]=[CH:15][C:16]([Cl:20])=[C:17]([Cl:19])[CH:18]=2)[CH2:5][CH2:4]1.C([O-])(=O)C(C1C=CC=CC=1)O.[ClH:32].CC(N(C)C)=O, predict the reaction product. The product is: [CH3:1][NH:2][C@@H:3]1[C:8]2[CH:9]=[CH:10][CH:11]=[CH:12][C:7]=2[C@H:6]([C:13]2[CH:14]=[CH:15][C:16]([Cl:20])=[C:17]([Cl:19])[CH:18]=2)[CH2:5][CH2:4]1.[ClH:32].